From a dataset of Experimentally validated miRNA-target interactions with 360,000+ pairs, plus equal number of negative samples. Binary Classification. Given a miRNA mature sequence and a target amino acid sequence, predict their likelihood of interaction. (1) The miRNA is hsa-miR-6853-5p with sequence AGCGUGGGAUGUCCAUGAAGUCAG. The protein sequence of the target gene is MEGAGYRVVFEKGGVYLHTSAKKYQDRDSLIAGVIRVVEKDNDVLLHWAPVEEAGDSTQILFSKKDSSGGDSCASEEEPTFDPDYEPDWAVISTVRPQLCHSEPTRGAEPSCPQGSWAFSVSLGELKSIRRSKPGLSWAYLVLVTQAGGSLPALHFHRGGTRALLRVLSRYLLLASSPQDSRLYLVFPHDSSALSNSFHHLQLFDQDSSNVVSRFLQDPYSTTFSSFSRVTNFFRGALQPQPEGAASDLPPPPDDEPEPGFEVISCVELGPRPTVERGPPVTEEEWARHVGPEGRLQQVP.... Result: 0 (no interaction). (2) The miRNA is hsa-miR-4444 with sequence CUCGAGUUGGAAGAGGCG. The protein sequence of the target gene is MPENPAAEKMQVLQVLDRLRGKLQEKGDTTQNEKLSAFYETLKSPLFNQILTLQQSIKQLKGQLSHIPSDCSANFDFSRKGLLVFTDGSITNGNAQRPCSNVTASELLPWTQKSASEDFNSVIQQMAQGRHVEYIDIERPSTGGLGFSVVALRSQSLGLIDIFVKEVHPGSVADRDHRLKENDQILAINDTPLDQNISHQQAIALLQQATGSLRLVVAREVGHTQGRASTSSADTTLPETVCWGHTEEVELINDGSGLGFGIVGGKSSGVVVRTIVPGGLADRDGRLQTGDHILKIGGTN.... Result: 0 (no interaction). (3) The miRNA is hsa-miR-4267 with sequence UCCAGCUCGGUGGCAC. The protein sequence of the target gene is MFEDVFSDSGNTGNFDRGKKRRLTIIECGCDINMMIDLAKVADLVLMLIDASFGFEMEMFEFLNICQAHGFPKILGVLTHLDSFKHNKQLKKTKKRLKHRFWTEVYQDKVGLTHELVQSLISTYSTIDAKMASSRVTLLSNSKPLGSEAIDNQGVSLEFDQQQGSVCPSESEIYEAGAEDRMAGAPMAAAVQPAEVTVEVGEDLHMHQVRDREMPEVVEIRRSNCTNHCDLGDTSSYHTKVSTVHIMKKRNGGGSLNNYSSSIPPTPSTSQEDPQFSVPPTANTPTPVCKRSMRWSNLFT.... Result: 1 (interaction). (4) The miRNA is hsa-miR-6769b-3p with sequence CCCUCUCUGUCCCACCCAUAG. The protein sequence of the target gene is MMGHRPVLVLSQNTKRESGRKVQSGNINAAKTIADIIRTCLGPKSMMKMLLDPMGGIVMTNDGNAILREIQVQHPAAKSMIEISRTQDEEVGDGTTSVIILAGEMLSVAEHFLEQQMHPTVVISAYRMALDDMISTLKKISTPVDVNNREMMLSIINSSITTKVISRWSSLACNIALDAVKTVQFEENGRKEIDIKKYARVEKIPGGIIEDSCVLRGVMINKDVTHPRMRRYIKNPRIVLLDSSLEYKKGESQTDIEITREEDFTRILQMEEEYIHQLCEDIIQLKPDVVITEKGISDLA.... Result: 0 (no interaction). (5) The miRNA is mmu-miR-124-3p with sequence UAAGGCACGCGGUGAAUGCC. The protein sequence of the target gene is MGKGGNQGEGSTERQAPMPTFRWEEIQKHNLRTDRWLVIDRKVYNVTKWSQRHPGGHRVIGHYSGEDATDAFRAFHLDLDFVGKFLKPLLIGELAPEEPSLDRGKSSQITEDFRALKKTAEDMNLFKTNHLFFFLLLSHIIVMESLAWFILSYFGTGWIPTLVTAFVLATSQAQAGWLQHDYGHLSVYKKSIWNHVVHKFVIGHLKGASANWWNHRHFQHHAKPNIFHKDPDIKSLHVFVLGEWQPLEYGKKKLKYLPYNHQHEYFFLIGPPLLIPMYFQYQIIMTMISRRDWVDLAWAI.... Result: 1 (interaction).